Dataset: Full USPTO retrosynthesis dataset with 1.9M reactions from patents (1976-2016). Task: Predict the reactants needed to synthesize the given product. The reactants are: Cl[C:2]1[C:11]2[C:6](=[CH:7][C:8]([O:14][CH3:15])=[C:9]([O:12][CH3:13])[CH:10]=2)[N:5]=[CH:4][CH:3]=1.[Cl:16][C:17]1[CH:38]=[C:37]([F:39])[C:20]([CH2:21][N:22]2[C:27](=[O:28])[C:26]([C:29]3[CH:34]=[CH:33][C:32]([OH:35])=[C:31]([F:36])[CH:30]=3)=[CH:25][N:24]=[CH:23]2)=[C:19]([F:40])[CH:18]=1. Given the product [Cl:16][C:17]1[CH:18]=[C:19]([F:40])[C:20]([CH2:21][N:22]2[C:27](=[O:28])[C:26]([C:29]3[CH:34]=[CH:33][C:32]([O:35][C:2]4[C:11]5[C:6](=[CH:7][C:8]([O:14][CH3:15])=[C:9]([O:12][CH3:13])[CH:10]=5)[N:5]=[CH:4][CH:3]=4)=[C:31]([F:36])[CH:30]=3)=[CH:25][N:24]=[CH:23]2)=[C:37]([F:39])[CH:38]=1, predict the reactants needed to synthesize it.